Task: Predict which catalyst facilitates the given reaction.. Dataset: Catalyst prediction with 721,799 reactions and 888 catalyst types from USPTO (1) Reactant: [C:1](Cl)(=[O:5])[CH2:2][CH2:3][CH3:4].[C:7]([N:26]1[C:30]([C:31]2[CH:36]=[CH:35][CH:34]=[CH:33][C:32]=2[C:37]2[CH:42]=[CH:41][C:40]([CH2:43][NH:44][C@@H:45]([CH3:48])[CH2:46][OH:47])=[CH:39][CH:38]=2)=[N:29][N:28]=[N:27]1)([C:20]1[CH:25]=[CH:24][CH:23]=[CH:22][CH:21]=1)([C:14]1[CH:19]=[CH:18][CH:17]=[CH:16][CH:15]=1)[C:8]1[CH:13]=[CH:12][CH:11]=[CH:10][CH:9]=1.CCN(C(C)C)C(C)C.O. Product: [OH:47][CH2:46][C@@H:45]([N:44]([CH2:43][C:40]1[CH:39]=[CH:38][C:37]([C:32]2[CH:33]=[CH:34][CH:35]=[CH:36][C:31]=2[C:30]2[N:26]([C:7]([C:20]3[CH:25]=[CH:24][CH:23]=[CH:22][CH:21]=3)([C:14]3[CH:15]=[CH:16][CH:17]=[CH:18][CH:19]=3)[C:8]3[CH:9]=[CH:10][CH:11]=[CH:12][CH:13]=3)[N:27]=[N:28][N:29]=2)=[CH:42][CH:41]=1)[C:1](=[O:5])[CH2:2][CH2:3][CH3:4])[CH3:48]. The catalyst class is: 11. (2) Reactant: Cl.[CH3:2][O:3][C:4](=[O:30])[C@@H:5]([NH:8][C:9]([C:11]1[C:12]([CH3:29])=[N:13][C:14]([NH:18][CH2:19][CH2:20][CH2:21][C:22]2[CH:27]=[CH:26][CH:25]=[C:24]([OH:28])[CH:23]=2)=[N:15][C:16]=1[CH3:17])=[O:10])[CH2:6][NH2:7].Cl[C:32]([O:34][CH2:35][C:36]1[CH:41]=[CH:40][CH:39]=[CH:38][CH:37]=1)=[O:33].C(N(CC)CC)C.CN(C=O)C. Product: [CH3:2][O:3][C:4](=[O:30])[C@@H:5]([NH:8][C:9]([C:11]1[C:12]([CH3:29])=[N:13][C:14]([NH:18][CH2:19][CH2:20][CH2:21][C:22]2[CH:27]=[CH:26][CH:25]=[C:24]([OH:28])[CH:23]=2)=[N:15][C:16]=1[CH3:17])=[O:10])[CH2:6][NH:7][C:32]([O:34][CH2:35][C:36]1[CH:41]=[CH:40][CH:39]=[CH:38][CH:37]=1)=[O:33]. The catalyst class is: 170. (3) Product: [ClH:16].[Cl:16][C:17]1[N:18]=[CH:19][N:20]=[C:21]([N:23]2[C:5](=[O:6])[C:4]([N:10]3[CH:14]=[CH:13][N:12]=[N:11]3)=[CH:3][NH:24]2)[CH:22]=1. Reactant: CN(C)[CH:3]=[C:4]([N:10]1[CH:14]=[CH:13][N:12]=[N:11]1)[C:5](OCC)=[O:6].[Cl:16][C:17]1[CH:22]=[C:21]([NH:23][NH2:24])[N:20]=[CH:19][N:18]=1.FC(F)(F)C(O)=O.Cl.C[O-].[Na+]. The catalyst class is: 714.